Dataset: Catalyst prediction with 721,799 reactions and 888 catalyst types from USPTO. Task: Predict which catalyst facilitates the given reaction. (1) Reactant: F[C:2]1[CH:9]=[CH:8][C:7]([C:10]2[N:15]=[C:14]([NH:16][C:17]3[CH:22]=[CH:21][C:20]([N:23]4[CH2:28][CH2:27][N:26]([CH:29]5[CH2:32][O:31][CH2:30]5)[CH2:25][CH2:24]4)=[C:19]([CH3:33])[CH:18]=3)[N:13]=[CH:12][N:11]=2)=[CH:6][C:3]=1[C:4]#[N:5].C(N(CC)C(C)C)(C)C.[CH3:43][C@@H:44]1[NH:48][CH2:47][C@H:46]([OH:49])[CH2:45]1. Product: [OH:49][C@H:46]1[CH2:47][N:48]([C:2]2[CH:9]=[CH:8][C:7]([C:10]3[N:15]=[C:14]([NH:16][C:17]4[CH:22]=[CH:21][C:20]([N:23]5[CH2:28][CH2:27][N:26]([CH:29]6[CH2:32][O:31][CH2:30]6)[CH2:25][CH2:24]5)=[C:19]([CH3:33])[CH:18]=4)[N:13]=[CH:12][N:11]=3)=[CH:6][C:3]=2[C:4]#[N:5])[C@@H:44]([CH3:43])[CH2:45]1. The catalyst class is: 41. (2) Reactant: [C:1]([C:4]1[CH:9]=[CH:8][C:7]([NH:10][S:11]([CH3:14])(=[O:13])=[O:12])=[CH:6][CH:5]=1)(=[O:3])[CH3:2].[CH:15]([C:17]1[C:29]([O:30][CH3:31])=[CH:28][C:20]([O:21][C:22]([CH3:27])([CH3:26])[C:23]([OH:25])=[O:24])=[C:19]([C:32]2[S:33][CH:34]=[CH:35][CH:36]=2)[CH:18]=1)=O.C[O-].[Li+]. Product: [CH3:14][S:11]([NH:10][C:7]1[CH:6]=[CH:5][C:4]([C:1](=[O:3])/[CH:2]=[CH:15]/[C:17]2[C:29]([O:30][CH3:31])=[CH:28][C:20]([O:21][C:22]([CH3:27])([CH3:26])[C:23]([OH:25])=[O:24])=[C:19]([C:32]3[S:33][CH:34]=[CH:35][CH:36]=3)[CH:18]=2)=[CH:9][CH:8]=1)(=[O:12])=[O:13]. The catalyst class is: 656. (3) Reactant: [NH2:1][C@H:2]([C:4]1[N:9]([C:10]2[CH:15]=[CH:14][CH:13]=[CH:12][CH:11]=2)[C:8](=[O:16])[C:7]2=[C:17]([S:20][C:21]3[CH:26]=[CH:25][C:24]([O:27][CH3:28])=[C:23]([F:29])[CH:22]=3)[CH:18]=[CH:19][N:6]2[N:5]=1)[CH3:3].[NH2:30][C:31]1[C:36]([C:37]#[N:38])=[C:35](Cl)[N:34]=[CH:33][N:32]=1.CCN(C(C)C)C(C)C. Product: [NH2:30][C:31]1[C:36]([C:37]#[N:38])=[C:35]([NH:1][C@H:2]([C:4]2[N:9]([C:10]3[CH:15]=[CH:14][CH:13]=[CH:12][CH:11]=3)[C:8](=[O:16])[C:7]3=[C:17]([S:20][C:21]4[CH:26]=[CH:25][C:24]([O:27][CH3:28])=[C:23]([F:29])[CH:22]=4)[CH:18]=[CH:19][N:6]3[N:5]=2)[CH3:3])[N:34]=[CH:33][N:32]=1. The catalyst class is: 107. (4) Reactant: Cl.[O:2]1[C:6]2[CH:7]=[CH:8][C:9]([C:11]3[N:12]=[C:13]([C:22]4[CH:30]=[CH:29][C:25]([C:26](Cl)=[O:27])=[CH:24][CH:23]=4)[NH:14][C:15]=3[C:16]3[CH:21]=[CH:20][CH:19]=[CH:18][N:17]=3)=[CH:10][C:5]=2[O:4][CH2:3]1.[CH3:31][NH2:32]. Product: [O:2]1[C:6]2[CH:7]=[CH:8][C:9]([C:11]3[N:12]=[C:13]([C:22]4[CH:30]=[CH:29][C:25]([C:26]([NH:32][CH3:31])=[O:27])=[CH:24][CH:23]=4)[NH:14][C:15]=3[C:16]3[CH:21]=[CH:20][CH:19]=[CH:18][N:17]=3)=[CH:10][C:5]=2[O:4][CH2:3]1. The catalyst class is: 30. (5) Reactant: Cl[C:2]1[N:7]=[C:6]([C:8]2[CH:13]=[CH:12][C:11]([O:14][C:15]3[CH:20]=[CH:19][CH:18]=[CH:17][CH:16]=3)=[CH:10][CH:9]=2)[N:5]=[C:4]([C:21]2[CH:26]=[CH:25][C:24]([O:27][C:28]3[CH:33]=[CH:32][CH:31]=[CH:30][CH:29]=3)=[CH:23][CH:22]=2)[N:3]=1.[Cl-].[Al+3].[Cl-].[Cl-].[C:38]1([CH:45]=[CH:44][CH:43]=[C:41]([OH:42])[CH:40]=1)[OH:39]. Product: [OH:39][C:38]1[CH:40]=[C:41]([OH:42])[CH:43]=[CH:44][C:45]=1[C:2]1[N:7]=[C:6]([C:8]2[CH:13]=[CH:12][C:11]([O:14][C:15]3[CH:20]=[CH:19][CH:18]=[CH:17][CH:16]=3)=[CH:10][CH:9]=2)[N:5]=[C:4]([C:21]2[CH:26]=[CH:25][C:24]([O:27][C:28]3[CH:33]=[CH:32][CH:31]=[CH:30][CH:29]=3)=[CH:23][CH:22]=2)[N:3]=1. The catalyst class is: 159. (6) Reactant: [O:1]=[C:2]1[CH2:7][CH2:6][CH:5]([C:8]([O:10][NH:11][C:12](=[NH:14])[CH3:13])=O)[CH2:4][CH2:3]1.C([O-])(=O)C.[Na+]. Product: [CH3:13][C:12]1[N:14]=[C:8]([CH:5]2[CH2:6][CH2:7][C:2](=[O:1])[CH2:3][CH2:4]2)[O:10][N:11]=1. The catalyst class is: 40. (7) Reactant: FC(F)(F)C(O)=O.[C:8]1([C:28]2[CH:33]=[CH:32][CH:31]=[CH:30][CH:29]=2)[CH:13]=[CH:12][C:11]([CH2:14][C@H:15]([NH:20]C(OC(C)(C)C)=O)[C:16]([O:18][CH3:19])=[O:17])=[CH:10][CH:9]=1. Product: [NH2:20][C@@H:15]([CH2:14][C:11]1[CH:12]=[CH:13][C:8]([C:28]2[CH:33]=[CH:32][CH:31]=[CH:30][CH:29]=2)=[CH:9][CH:10]=1)[C:16]([O:18][CH3:19])=[O:17]. The catalyst class is: 2. (8) Reactant: [CH:1]1([C:4]2[O:8][N:7]=[C:6]([C:9]3[CH:14]=[CH:13][CH:12]=[CH:11][C:10]=3[O:15][C:16]([F:19])([F:18])[F:17])[C:5]=2[CH2:20][O:21][CH:22]2[CH2:28][CH:27]3[N:29]([C:30]4[S:31][C:32]5[CH:38]=[C:37]([C:39]([O:41]C)=[O:40])[CH:36]=[C:35]([O:43][CH3:44])[C:33]=5[N:34]=4)[CH:24]([CH2:25][CH2:26]3)[CH2:23]2)[CH2:3][CH2:2]1.C(O)C.[OH-].[K+]. Product: [CH:1]1([C:4]2[O:8][N:7]=[C:6]([C:9]3[CH:14]=[CH:13][CH:12]=[CH:11][C:10]=3[O:15][C:16]([F:18])([F:19])[F:17])[C:5]=2[CH2:20][O:21][CH:22]2[CH2:28][CH:27]3[N:29]([C:30]4[S:31][C:32]5[CH:38]=[C:37]([C:39]([OH:41])=[O:40])[CH:36]=[C:35]([O:43][CH3:44])[C:33]=5[N:34]=4)[CH:24]([CH2:25][CH2:26]3)[CH2:23]2)[CH2:3][CH2:2]1. The catalyst class is: 7. (9) Reactant: [Si]([O:8][CH2:9][C@@H:10]([O:12][NH:13][C:14]([C:16]1[C:17]2[O:35][CH:34]=[CH:33][C:18]=2[C:19](=[O:32])[N:20]([CH3:31])[C:21]=1[NH:22][C:23]1[CH:28]=[CH:27][C:26]([I:29])=[CH:25][C:24]=1[F:30])=[O:15])[CH3:11])(C(C)(C)C)(C)C.Cl. Product: [F:30][C:24]1[CH:25]=[C:26]([I:29])[CH:27]=[CH:28][C:23]=1[NH:22][C:21]1[N:20]([CH3:31])[C:19](=[O:32])[C:18]2[CH:33]=[CH:34][O:35][C:17]=2[C:16]=1[C:14]([NH:13][O:12][C@@H:10]([CH3:11])[CH2:9][OH:8])=[O:15]. The catalyst class is: 5.